Dataset: Reaction yield outcomes from USPTO patents with 853,638 reactions. Task: Predict the reaction yield, written as a fraction of the theoretical maximum amount of product (1.0 means a 100% yield; for example, 0.34 means a 34% yield). (1) The reactants are C(NC(C)C)(C)C.C([Li])CCC.[Li+].CC([N-]C(C)C)C.[CH2:21]([N:23]1[C:31]2[C:26](=[CH:27][CH:28]=[C:29]([O:32][CH3:33])[CH:30]=2)[C:25]([C:34]#[N:35])=[CH:24]1)[CH3:22].[CH2:36]([Sn:40](I)([CH2:45][CH2:46][CH2:47][CH3:48])[CH2:41][CH2:42][CH2:43][CH3:44])[CH2:37][CH2:38][CH3:39]. The catalyst is C1COCC1. The product is [CH2:21]([N:23]1[C:31]2[C:26](=[CH:27][CH:28]=[C:29]([O:32][CH3:33])[CH:30]=2)[C:25]([C:34]#[N:35])=[C:24]1[Sn:40]([CH2:41][CH2:42][CH2:43][CH3:44])([CH2:45][CH2:46][CH2:47][CH3:48])[CH2:36][CH2:37][CH2:38][CH3:39])[CH3:22]. The yield is 0.980. (2) The reactants are [CH3:1][O:2][C:3]1[C:4]([NH2:9])=[CH:5][CH:6]=[CH:7][CH:8]=1.C([O:12][CH:13]=[C:14]([C:20](OCC)=O)[C:15]([O:17][CH2:18][CH3:19])=[O:16])C.O. The catalyst is C1(OC2C=CC=CC=2)C=CC=CC=1. The product is [CH2:18]([O:17][C:15]([C:14]1[C:13](=[O:12])[C:5]2[C:4](=[C:3]([O:2][CH3:1])[CH:8]=[CH:7][CH:6]=2)[NH:9][CH:20]=1)=[O:16])[CH3:19]. The yield is 0.898. (3) The reactants are Br[C:2]1[CH:7]=[C:6]([CH3:8])[C:5]([Br:9])=[CH:4][N:3]=1.C([Li])CCC.[CH3:15][C:16]([CH3:18])=[O:17]. The catalyst is C1(C)C=CC=CC=1. The product is [Br:9][C:5]1[C:6]([CH3:8])=[CH:7][C:2]([C:16]([OH:17])([CH3:18])[CH3:15])=[N:3][CH:4]=1. The yield is 0.635. (4) The catalyst is CN(C)C=O. The reactants are [N+:1]([C:4]1[CH:8]=[N:7][NH:6][N:5]=1)([O-:3])=[O:2].[H-].[Na+].[CH2:11](I)[CH3:12].C(=O)(O)[O-].[Na+]. The yield is 0.530. The product is [CH2:11]([N:6]1[N:5]=[C:4]([N+:1]([O-:3])=[O:2])[CH:8]=[N:7]1)[CH3:12]. (5) The reactants are C([N:8]1[CH2:13][CH2:12][CH:11]([OH:14])[CH2:10][CH2:9]1)(OC(C)(C)C)=O.Cl.Cl[C:17]1[CH:22]=[CH:21][N:20]=[CH:19][CH:18]=1.CC(C)([O-])C.[K+]. The catalyst is CS(C)=O.O1CCCC1.C(OCC)C. The product is [N:8]1[CH:9]=[CH:10][C:11]([O:14][N:20]2[CH2:21][CH2:22][CH2:17][CH2:18][CH2:19]2)=[CH:12][CH:13]=1. The yield is 1.00. (6) The catalyst is C(Cl)Cl. The product is [C:8]([O:7][C@@H:6]1[C@@H:11]([O:12][C:13](=[O:15])[CH3:14])[C@H:16]([O:17][C:18](=[O:20])[CH3:19])[C@@H:21]([CH2:23][O:24][C:25](=[O:27])[CH3:26])[O:22][C@H:5]1[S:39][C:30]1[CH:31]=[C:32]([C:35]([CH3:37])([CH3:36])[CH3:38])[CH:33]=[CH:34][C:29]=1[CH3:28])(=[O:10])[CH3:9]. The reactants are C(O[C@@H:5]1[O:22][C@H:21]([CH2:23][O:24][C:25](=[O:27])[CH3:26])[C@@H:16]([O:17][C:18](=[O:20])[CH3:19])[C@H:11]([O:12][C:13](=[O:15])[CH3:14])[C@H:6]1[O:7][C:8](=[O:10])[CH3:9])(=O)C.[CH3:28][C:29]1[CH:34]=[CH:33][C:32]([C:35]([CH3:38])([CH3:37])[CH3:36])=[CH:31][C:30]=1[SH:39].B(F)(F)F.CCOCC. The yield is 0.850. (7) The reactants are [Cl:1][C:2]1[CH:3]=[C:4]([CH:7]=[C:8]([O:11]C)[C:9]=1[OH:10])[CH:5]=[O:6].B(Br)(Br)Br. The catalyst is ClCCl. The product is [Cl:1][C:2]1[CH:3]=[C:4]([CH:7]=[C:8]([OH:11])[C:9]=1[OH:10])[CH:5]=[O:6]. The yield is 0.890.